Dataset: Forward reaction prediction with 1.9M reactions from USPTO patents (1976-2016). Task: Predict the product of the given reaction. (1) Given the reactants [CH3:1][C:2]1[CH:3]=[C:4]([CH:26]=[CH:27][CH:28]=1)[CH2:5][N:6]1[CH2:10][CH2:9][CH2:8][C@@H:7]1[C:11]([NH:13][C@H:14]([C:16]1[CH:25]=[CH:24][C:19]([C:20]([O:22]C)=[O:21])=[CH:18][CH:17]=1)[CH3:15])=[O:12].O[Li:30].O, predict the reaction product. The product is: [CH3:1][C:2]1[CH:3]=[C:4]([CH:26]=[CH:27][CH:28]=1)[CH2:5][N:6]1[CH2:10][CH2:9][CH2:8][C@@H:7]1[C:11]([NH:13][C@H:14]([C:16]1[CH:17]=[CH:18][C:19]([C:20]([O-:22])=[O:21])=[CH:24][CH:25]=1)[CH3:15])=[O:12].[Li+:30]. (2) Given the reactants [C:1]([OH:7])(=O)[CH2:2][C:3]([OH:5])=[O:4].[CH2:8]([K])[CH3:9].[Cl-].[Mg+2].[Cl-].N1([C:19](=O)[CH:20]([O:22][CH3:23])C)C=CN=C1.COC(C)C(O)=O.C(N1C=CN=C1)(N1C=CN=C1)=O.Cl, predict the reaction product. The product is: [CH2:8]([O:5][C:3](=[O:4])[CH2:2][C:1](=[O:7])[CH:20]([O:22][CH3:23])[CH3:19])[CH3:9]. (3) Given the reactants Cl[C:2]1[N:7]=[N:6][C:5]([NH:8][C:9]2[CH:14]=[CH:13][C:12]([I:15])=[CH:11][C:10]=2[F:16])=[C:4]([C:17]([OH:19])=[O:18])[CH:3]=1.[CH3:20][O-:21].[Na+], predict the reaction product. The product is: [F:16][C:10]1[CH:11]=[C:12]([I:15])[CH:13]=[CH:14][C:9]=1[NH:8][C:5]1[N:6]=[N:7][C:2]([O:21][CH3:20])=[CH:3][C:4]=1[C:17]([OH:19])=[O:18].